Dataset: Full USPTO retrosynthesis dataset with 1.9M reactions from patents (1976-2016). Task: Predict the reactants needed to synthesize the given product. (1) The reactants are: [F:1][C:2]1[CH:3]=[C:4](C(O)=O)[C:5]2[CH:6]=[N:7][N:8]([CH3:11])[C:9]=2[CH:10]=1.C([N:17]([CH2:20]C)CC)C.C1(P(N=[N+]=[N-])(C2C=CC=CC=2)=[O:29])C=CC=CC=1.[CH3:39][C:40]([OH:43])([CH3:42])[CH3:41]. Given the product [F:1][C:2]1[CH:10]=[C:9]2[C:5]([CH:6]=[N:7][N:8]2[CH3:11])=[C:4]([NH:17][C:20](=[O:29])[O:43][C:40]([CH3:42])([CH3:41])[CH3:39])[CH:3]=1, predict the reactants needed to synthesize it. (2) Given the product [F:18][C:19]1[CH:24]=[C:23]([F:25])[C:22]([F:26])=[CH:21][C:20]=1[S:27]([N:2]([CH3:1])[C:3]1[S:7][N:6]=[CH:5][N:4]=1)(=[O:29])=[O:28], predict the reactants needed to synthesize it. The reactants are: [CH3:1][NH:2][C:3]1[S:7][N:6]=[CH:5][N:4]=1.C[Si]([N-][Si](C)(C)C)(C)C.[Li+].[F:18][C:19]1[CH:24]=[C:23]([F:25])[C:22]([F:26])=[CH:21][C:20]=1[S:27](Cl)(=[O:29])=[O:28].[Cl-].[NH4+]. (3) Given the product [CH3:32][S:29]([N:28]([CH3:33])[CH2:27][CH2:26][NH:25][C:3]([C:5]1[N:6]=[CH:7][C:8]2[C:9](=[O:23])[N:10]([CH2:16][C:17]3[CH:18]=[CH:19][CH:20]=[CH:21][CH:22]=3)[CH:11]=[CH:12][C:13]=2[C:14]=1[OH:15])=[O:2])(=[O:31])=[O:30], predict the reactants needed to synthesize it. The reactants are: C[O:2][C:3]([C:5]1[N:6]=[CH:7][C:8]2[C:9](=[O:23])[N:10]([CH2:16][C:17]3[CH:22]=[CH:21][CH:20]=[CH:19][CH:18]=3)[CH:11]=[CH:12][C:13]=2[C:14]=1[OH:15])=O.Cl.[NH2:25][CH2:26][CH2:27][N:28]([CH3:33])[S:29]([CH3:32])(=[O:31])=[O:30].C[O-].[Na+].